Dataset: Reaction yield outcomes from USPTO patents with 853,638 reactions. Task: Predict the reaction yield, written as a fraction of the theoretical maximum amount of product (1.0 means a 100% yield; for example, 0.34 means a 34% yield). (1) The reactants are [Br:1][C:2]1[CH:3]=[CH:4][C:5]([F:8])=[N:6][CH:7]=1.C([N-]C(C)C)(C)C.[Li+].C([O:19][C:20](=O)[C:21]([N:23]([CH3:25])[CH3:24])=[O:22])C. The catalyst is C1COCC1. The product is [Br:1][C:2]1[CH:3]=[C:4]([C:20](=[O:19])[C:21]([N:23]([CH3:25])[CH3:24])=[O:22])[C:5]([F:8])=[N:6][CH:7]=1. The yield is 0.651. (2) The reactants are [H-].[Na+].[C:3]([O:13][C:14]([CH3:17])([CH3:16])[CH3:15])(=[O:12])[CH2:4][C:5]([O:7][C:8]([CH3:11])([CH3:10])[CH3:9])=[O:6].[F:18][C:19]1[C:24](F)=[CH:23][CH:22]=[C:21]([N+:26]([O-:28])=[O:27])[C:20]=1[O:29][C:30]1[C:39]2[C:34](=[CH:35][CH:36]=[CH:37][CH:38]=2)[CH:33]=[CH:32][CH:31]=1. The catalyst is C1COCC1. The product is [F:18][C:19]1[C:20]([O:29][C:30]2[C:39]3[C:34](=[CH:35][CH:36]=[CH:37][CH:38]=3)[CH:33]=[CH:32][CH:31]=2)=[C:21]([N+:26]([O-:28])=[O:27])[CH:22]=[CH:23][C:24]=1[CH:4]([C:5]([O:7][C:8]([CH3:9])([CH3:10])[CH3:11])=[O:6])[C:3]([O:13][C:14]([CH3:17])([CH3:16])[CH3:15])=[O:12]. The yield is 1.02. (3) The reactants are [NH2:1][C:2]1[CH:7]=[CH:6][CH:5]=[C:4]([CH3:8])[C:3]=1[NH:9][CH:10]1[CH2:15][CH2:14][N:13]([C:16]([O:18][CH2:19][CH3:20])=[O:17])[CH2:12][CH2:11]1.Cl[C:22](Cl)([O:24]C(=O)OC(Cl)(Cl)Cl)Cl.C(N(CC)CC)C.O. The catalyst is ClCCl. The product is [CH2:19]([O:18][C:16]([N:13]1[CH2:12][CH2:11][CH:10]([N:9]2[C:3]3[C:4]([CH3:8])=[CH:5][CH:6]=[CH:7][C:2]=3[NH:1][C:22]2=[O:24])[CH2:15][CH2:14]1)=[O:17])[CH3:20]. The yield is 0.720. (4) The reactants are I[CH2:2][CH2:3][O:4][CH:5]1[CH2:10][CH2:9][CH2:8][N:7]([C:11]([O:13][C:14]([CH3:17])([CH3:16])[CH3:15])=[O:12])[CH2:6]1.[Cl:18][C:19]1[C:24]([O:25][CH3:26])=[CH:23][C:22]([O:27][CH3:28])=[C:21]([Cl:29])[C:20]=1[C:30]1[C:41](=[O:42])[NH:40][C:33]2[N:34]=[C:35]([S:38][CH3:39])[N:36]=[CH:37][C:32]=2[CH:31]=1.C([O-])([O-])=O.[K+].[K+]. The catalyst is CC(C)=O. The product is [Cl:18][C:19]1[C:24]([O:25][CH3:26])=[CH:23][C:22]([O:27][CH3:28])=[C:21]([Cl:29])[C:20]=1[C:30]1[C:41](=[O:42])[N:40]([CH2:2][CH2:3][O:4][CH:5]2[CH2:10][CH2:9][CH2:8][N:7]([C:11]([O:13][C:14]([CH3:17])([CH3:16])[CH3:15])=[O:12])[CH2:6]2)[C:33]2[N:34]=[C:35]([S:38][CH3:39])[N:36]=[CH:37][C:32]=2[CH:31]=1. The yield is 0.510. (5) The product is [CH3:16][C:4]1[C:5]([C:8]2[S:12][C:11]([C:13]([N:19]3[CH2:24][CH2:23][C@H:22]([OH:25])[C@H:21]([OH:26])[CH2:20]3)=[O:15])=[CH:10][CH:9]=2)=[N:6][O:7][C:3]=1[C:2]([F:1])([F:18])[F:17]. The reactants are [F:1][C:2]([F:18])([F:17])[C:3]1[O:7][N:6]=[C:5]([C:8]2[S:12][C:11]([C:13]([OH:15])=O)=[CH:10][CH:9]=2)[C:4]=1[CH3:16].[NH:19]1[CH2:24][CH2:23][C@H:22]([OH:25])[C@H:21]([OH:26])[CH2:20]1.C1COCC1.CN(C=O)C. The yield is 0.810. The catalyst is C(N(CC)CC)C. (6) The reactants are [O:1]=[C:2]1[C:7]([CH2:8][C:9]2[CH:14]=[CH:13][C:12]([C:15]3[C:16]([C:21]#[N:22])=[CH:17][CH:18]=[CH:19][CH:20]=3)=[CH:11][CH:10]=2)=[C:6]([CH2:23][CH2:24][CH3:25])[N:5]2[N:26]=[CH:27][N:28]=[C:4]2[N:3]1[CH:29]1[CH2:34][CH2:33][C:32](=[O:35])[CH2:31][CH2:30]1.CO.[BH4-].[Na+]. The catalyst is O1CCCC1. The product is [OH:35][C@H:32]1[CH2:33][CH2:34][C@H:29]([N:3]2[C:2](=[O:1])[C:7]([CH2:8][C:9]3[CH:14]=[CH:13][C:12]([C:15]4[C:16]([C:21]#[N:22])=[CH:17][CH:18]=[CH:19][CH:20]=4)=[CH:11][CH:10]=3)=[C:6]([CH2:23][CH2:24][CH3:25])[N:5]3[N:26]=[CH:27][N:28]=[C:4]23)[CH2:30][CH2:31]1. The yield is 0.580. (7) The reactants are [F:1][C:2]1[CH:9]=[CH:8][C:5]([CH:6]=O)=[CH:4][CH:3]=1.[CH3:10][C:11](=[O:13])[CH3:12].[OH-].[Na+]. The catalyst is O. The product is [F:1][C:2]1[CH:9]=[CH:8][C:5](/[CH:6]=[CH:10]/[C:11](=[O:13])[CH3:12])=[CH:4][CH:3]=1. The yield is 1.00. (8) The reactants are [F:1][C:2]1[CH:7]=[CH:6][C:5]([N:8]2[C:11](=[O:12])[C@H:10]([S:13][CH2:14][C:15]([C:17]3[CH:22]=[CH:21][C:20]([F:23])=[CH:19][CH:18]=3)=[O:16])[C@H:9]2[C:24]2[CH:38]=[CH:37][C:27]([O:28][CH2:29][C:30]([NH:32][CH2:33][C:34](O)=[O:35])=[O:31])=[CH:26][CH:25]=2)=[CH:4][CH:3]=1.CN1CCOCC1.CN(C(ON1N=NC2C=CC=CC1=2)=[N+](C)C)C.[B-](F)(F)(F)F.[CH2:68]([OH:80])[C@@H:69]([OH:79])[C@@H:70]([OH:78])[C@H:71]([OH:77])[C@@H:72]([NH2:76])[C:73]([OH:75])=[O:74]. The catalyst is CS(C)=O. The product is [F:1][C:2]1[CH:7]=[CH:6][C:5]([N:8]2[C:11](=[O:12])[C@H:10]([S:13][CH2:14][CH:15]([C:17]3[CH:22]=[CH:21][C:20]([F:23])=[CH:19][CH:18]=3)[OH:16])[C@H:9]2[C:24]2[CH:25]=[CH:26][C:27]([O:28][CH2:29][C:30]([NH:32][CH2:33][C:34]([NH:76][C@@H:72]([C:73]([OH:75])=[O:74])[C@@H:71]([OH:77])[C@H:70]([OH:78])[C@H:69]([OH:79])[CH2:68][OH:80])=[O:35])=[O:31])=[CH:37][CH:38]=2)=[CH:4][CH:3]=1. The yield is 0.160.